From a dataset of Forward reaction prediction with 1.9M reactions from USPTO patents (1976-2016). Predict the product of the given reaction. (1) Given the reactants Br[C:2]1[CH:3]=[C:4]([N+:9]([O-:11])=[O:10])[CH:5]=[CH:6][C:7]=1[Cl:8].B1([C:18]2[CH:23]=[CH:22][CH:21]=[N:20][CH:19]=2)OCCCO1, predict the reaction product. The product is: [Cl:8][C:7]1[CH:6]=[CH:5][C:4]([N+:9]([O-:11])=[O:10])=[CH:3][C:2]=1[C:18]1[CH:19]=[N:20][CH:21]=[CH:22][CH:23]=1. (2) Given the reactants [CH3:1][O:2][C:3](=[O:22])[C:4]1[CH:9]=[CH:8][CH:7]=[C:6]([S:10][C:11]2[C:19]3[C:14](=[CH:15][C:16]([Cl:20])=[CH:17][CH:18]=3)[NH:13][C:12]=2[CH3:21])[CH:5]=1.[CH2:23](Br)[C:24]1[CH:29]=[CH:28][CH:27]=[CH:26][CH:25]=1, predict the reaction product. The product is: [CH3:1][O:2][C:3](=[O:22])[C:4]1[CH:9]=[CH:8][CH:7]=[C:6]([S:10][C:11]2[C:19]3[C:14](=[CH:15][C:16]([Cl:20])=[CH:17][CH:18]=3)[N:13]([CH2:23][C:24]3[CH:29]=[CH:28][CH:27]=[CH:26][CH:25]=3)[C:12]=2[CH3:21])[CH:5]=1. (3) Given the reactants [CH3:1][O:2][C:3]1[CH:8]=[CH:7][C:6]([C:9]2[CH:14]=[CH:13][N:12]=[C:11](OS(C(F)(F)F)(=O)=O)[C:10]=2[N+:23]([O-:25])=[O:24])=[C:5]([CH3:26])[CH:4]=1.Cl.[CH:28]1([CH:31]([NH2:35])[CH2:32][CH2:33][CH3:34])[CH2:30][CH2:29]1, predict the reaction product. The product is: [CH:28]1([CH:31]([NH:35][C:11]2[C:10]([N+:23]([O-:25])=[O:24])=[C:9]([C:6]3[CH:7]=[CH:8][C:3]([O:2][CH3:1])=[CH:4][C:5]=3[CH3:26])[CH:14]=[CH:13][N:12]=2)[CH2:32][CH2:33][CH3:34])[CH2:30][CH2:29]1. (4) Given the reactants [F:1][C:2]1[C:7]([CH:8]=[O:9])=[C:6]([F:10])[CH:5]=[CH:4][C:3]=1[NH:11][S:12]([CH:15]([CH3:17])[CH3:16])(=[O:14])=[O:13].[N:18]1[CH:23]=[CH:22][CH:21]=[C:20]([C:24]2[CH:25]=[C:26]3[CH:32]=[CH:31][NH:30][C:27]3=[N:28][CH:29]=2)[CH:19]=1.[OH-].[K+].O.[CH3:36]O, predict the reaction product. The product is: [F:1][C:2]1[C:7]([CH:8]([O:9][CH3:36])[C:32]2[C:26]3[C:27](=[N:28][CH:29]=[C:24]([C:20]4[CH:19]=[N:18][CH:23]=[CH:22][CH:21]=4)[CH:25]=3)[NH:30][CH:31]=2)=[C:6]([F:10])[CH:5]=[CH:4][C:3]=1[NH:11][S:12]([CH:15]([CH3:17])[CH3:16])(=[O:14])=[O:13]. (5) Given the reactants CN(C(ON1N=NC2C=CC=CC1=2)=[N+](C)C)C.[B-](F)(F)(F)F.[C:23]([SiH2:27][O:28][C:29]([CH3:40])([CH3:39])[C:30]1[CH:31]=[C:32]([CH:35]=[CH:36][C:37]=1[Cl:38])[CH2:33][NH2:34])([CH3:26])([CH3:25])[CH3:24].CCN(C(C)C)C(C)C.[F:50][C:51]([F:57])([F:56])[CH2:52][C:53](O)=[O:54], predict the reaction product. The product is: [C:23]([SiH2:27][O:28][C:29]([CH3:40])([CH3:39])[C:30]1[CH:31]=[C:32]([CH:35]=[CH:36][C:37]=1[Cl:38])[CH2:33][NH:34][C:53](=[O:54])[CH2:52][C:51]([F:57])([F:56])[F:50])([CH3:26])([CH3:24])[CH3:25]. (6) The product is: [CH:30]([C@H:20]1[C:17]2=[N:18][CH:19]=[C:14]([C:12](=[O:13])[NH:11][CH2:10][C:9]3[CH:33]=[CH:34][C:6]([C:37]([O:36][CH3:35])=[O:46])=[CH:7][CH:8]=3)[CH:15]=[C:16]2[CH2:22][N:21]1[C:23]([O:25][C:26]([CH3:29])([CH3:27])[CH3:28])=[O:24])([CH3:32])[CH3:31]. Given the reactants C(S([C:6]1[CH:34]=[CH:33][C:9]([CH2:10][NH:11][C:12]([C:14]2[CH:15]=[C:16]3[CH2:22][N:21]([C:23]([O:25][C:26]([CH3:29])([CH3:28])[CH3:27])=[O:24])[C@@H:20]([CH:30]([CH3:32])[CH3:31])[C:17]3=[N:18][CH:19]=2)=[O:13])=[CH:8][CH:7]=1)(=O)=O)C.[CH3:35][O:36][C:37](=[O:46])C1C=CC(CN)=CC=1, predict the reaction product. (7) Given the reactants [CH3:1]NC.[CH3:4][CH2:5][N:6]([CH:10]([CH3:12])C)[CH:7]([CH3:9])C.[Cl:13][C:14]1[CH:19]=[C:18]([C:20](=[O:35])[NH:21][CH2:22][C:23]2[CH:28]=[C:27]([Cl:29])[CH:26]=[CH:25][C:24]=2[S:30]([CH2:33][CH3:34])(=[O:32])=[O:31])[CH:17]=[C:16]([C:36]([F:39])([F:38])[F:37])C=1CN1CCC[C@H](C(O)=O)C1.[CH3:50][N:51]([C:53]([O:57]N1N=NC2C=CC=NC1=2)=[N+](C)C)[CH3:52].F[P-](F)(F)(F)(F)F, predict the reaction product. The product is: [Cl:13][C:14]1[CH:19]=[C:18]([C:20](=[O:35])[NH:21][CH2:22][C:23]2[CH:28]=[C:27]([Cl:29])[CH:26]=[CH:25][C:24]=2[S:30]([CH2:33][CH3:34])(=[O:32])=[O:31])[CH:17]=[C:16]([C:36]([F:37])([F:39])[F:38])[C:12]=1[CH2:10][N:6]1[CH2:5][CH2:4][CH2:1][C@H:9]([C:53]([N:51]([CH3:52])[CH3:50])=[O:57])[CH2:7]1. (8) Given the reactants [C:1]([O:5][C:6](=[O:23])[N:7]([CH:20]([CH3:22])[CH3:21])[CH2:8][CH2:9][O:10][C:11]1[CH:16]=[CH:15][C:14]([N+:17]([O-])=O)=[CH:13][CH:12]=1)([CH3:4])([CH3:3])[CH3:2], predict the reaction product. The product is: [C:1]([O:5][C:6](=[O:23])[N:7]([CH2:8][CH2:9][O:10][C:11]1[CH:12]=[CH:13][C:14]([NH2:17])=[CH:15][CH:16]=1)[CH:20]([CH3:21])[CH3:22])([CH3:3])([CH3:4])[CH3:2]. (9) Given the reactants [ClH:1].[OH:2][C@:3]12[CH2:27][C@@H:26]([OH:28])[CH2:25][CH2:24][C@:23]1([CH3:29])[C@@H:22]1[C@H:6]([C@H:7]3[C@:19]([CH3:30])([CH2:20][CH2:21]1)[C@@H:10]([C@H:11]([CH3:18])[CH2:12][CH2:13][CH2:14][CH:15]([CH3:17])[CH3:16])[CH2:9][CH2:8]3)[CH2:5][C@H:4]2[NH:31][CH2:32][CH2:33][C:34]1[N:35]=[CH:36][NH:37][CH:38]=1, predict the reaction product. The product is: [ClH:1].[OH:2][C@:3]12[CH2:27][C@@H:26]([OH:28])[CH2:25][CH2:24][C@:23]1([CH3:29])[C@@H:22]1[C@H:6]([C@H:7]3[C@:19]([CH3:30])([CH2:20][CH2:21]1)[C@@H:10]([C@H:11]([CH3:18])[CH2:12][CH2:13][CH2:14][CH:15]([CH3:17])[CH3:16])[CH2:9][CH2:8]3)[CH2:5][C@H:4]2[NH:31][CH2:32][CH2:33][C:34]1[N:35]=[CH:36][NH:37][CH:38]=1. (10) Given the reactants [C:1]([C:4]1[CH:5]=[C:6]2[C:11](=[O:12])[O:10][C:8](=O)[C:7]2=[CH:13][CH:14]=1)([OH:3])=[O:2].[NH2:15][CH2:16][CH2:17][CH2:18][CH2:19][CH2:20][C:21]([OH:23])=[O:22], predict the reaction product. The product is: [C:1]([C:4]1[CH:5]=[C:6]2[C:11](=[O:12])[N:15]([CH2:16][CH2:17][CH2:18][CH2:19][CH2:20][C:21]([OH:23])=[O:22])[C:8](=[O:10])[C:7]2=[CH:13][CH:14]=1)([OH:3])=[O:2].